This data is from Reaction yield outcomes from USPTO patents with 853,638 reactions. The task is: Predict the reaction yield, written as a fraction of the theoretical maximum amount of product (1.0 means a 100% yield; for example, 0.34 means a 34% yield). (1) The reactants are C([O:8][C:9]1[CH:10]=[CH:11][C:12]2[C:13]3[N:14]([CH2:30][CH2:31][N:32]=3)[C:15]([NH:21][C:22](=[O:29])[C:23]3[CH:28]=[CH:27][CH:26]=[N:25][CH:24]=3)=[N:16][C:17]=2[C:18]=1[O:19][CH3:20])C1C=CC=CC=1.C(O)(C(F)(F)F)=O. The catalyst is CO. The product is [OH:8][C:9]1[CH:10]=[CH:11][C:12]2[C:13]3[N:14]([CH2:30][CH2:31][N:32]=3)[C:15]([NH:21][C:22](=[O:29])[C:23]3[CH:28]=[CH:27][CH:26]=[N:25][CH:24]=3)=[N:16][C:17]=2[C:18]=1[O:19][CH3:20]. The yield is 0.660. (2) The reactants are [F:1][CH2:2][CH2:3][N:4]1[CH:8]=[C:7](I)[CH:6]=[N:5]1.[C:10]([C:12]1[CH:13]=[C:14]([C:18]2[C:19]([F:24])=[N:20][CH:21]=[CH:22][CH:23]=2)[CH:15]=[CH:16][CH:17]=1)#[CH:11]. The catalyst is CN(C=O)C.Cl[Pd](Cl)([P](C1C=CC=CC=1)(C1C=CC=CC=1)C1C=CC=CC=1)[P](C1C=CC=CC=1)(C1C=CC=CC=1)C1C=CC=CC=1.[Cu](I)I. The product is [F:24][C:19]1[C:18]([C:14]2[CH:15]=[CH:16][CH:17]=[C:12]([C:10]#[C:11][C:7]3[CH:6]=[N:5][N:4]([CH2:3][CH2:2][F:1])[CH:8]=3)[CH:13]=2)=[CH:23][CH:22]=[CH:21][N:20]=1. The yield is 0.760.